Task: Predict the reactants needed to synthesize the given product.. Dataset: Full USPTO retrosynthesis dataset with 1.9M reactions from patents (1976-2016) Given the product [CH3:10][O:11][C:12](=[O:43])[C:13]1[CH:18]=[C:17]([CH:19]2[CH2:20][CH2:21][CH2:22][CH2:23][CH2:24]2)[C:16]([C:25]2[CH:26]=[C:27]3[C:32](=[CH:33][CH:34]=2)[N:31]=[C:30]([C:35]2[S:39][C:38]([CH3:40])=[N:37][C:36]=2[CH3:41])[CH:29]=[CH:28]3)=[C:15]([CH2:2][C:3]([O:5][C:6]([CH3:9])([CH3:8])[CH3:7])=[O:4])[CH:14]=1, predict the reactants needed to synthesize it. The reactants are: Br[CH2:2][C:3]([O:5][C:6]([CH3:9])([CH3:8])[CH3:7])=[O:4].[CH3:10][O:11][C:12](=[O:43])[C:13]1[CH:18]=[C:17]([CH:19]2[CH2:24][CH2:23][CH2:22][CH2:21][CH2:20]2)[C:16]([C:25]2[CH:26]=[C:27]3[C:32](=[CH:33][CH:34]=2)[N:31]=[C:30]([C:35]2[S:39][C:38]([CH3:40])=[N:37][C:36]=2[CH3:41])[CH:29]=[CH:28]3)=[C:15](Br)[CH:14]=1.